This data is from Reaction yield outcomes from USPTO patents with 853,638 reactions. The task is: Predict the reaction yield, written as a fraction of the theoretical maximum amount of product (1.0 means a 100% yield; for example, 0.34 means a 34% yield). (1) The reactants are [Si:1]([O:18][CH2:19][C:20]1[CH:21]=[C:22]2[C:26](=[CH:27][C:28]=1[S:29]([CH3:32])(=[O:31])=[O:30])[NH:25][C:24]([C:33](=[O:37])[CH:34]([CH3:36])[CH3:35])=[CH:23]2)([C:14]([CH3:17])([CH3:16])[CH3:15])([C:8]1[CH:13]=[CH:12][CH:11]=[CH:10][CH:9]=1)[C:2]1[CH:7]=[CH:6][CH:5]=[CH:4][CH:3]=1.[C:38]([NH:45][CH2:46][CH2:47]Br)([O:40][C:41]([CH3:44])([CH3:43])[CH3:42])=[O:39].[OH-].[Na+]. The catalyst is [I-].C([N+](CCCC)(CCCC)CCCC)CCC.C(Cl)Cl.C1(C)C=CC=CC=1.C(Cl)Cl. The product is [Si:1]([O:18][CH2:19][C:20]1[CH:21]=[C:22]2[C:26](=[CH:27][C:28]=1[S:29]([CH3:32])(=[O:30])=[O:31])[N:25]([CH2:47][CH2:46][NH:45][C:38](=[O:39])[O:40][C:41]([CH3:44])([CH3:43])[CH3:42])[C:24]([C:33](=[O:37])[CH:34]([CH3:35])[CH3:36])=[CH:23]2)([C:14]([CH3:17])([CH3:16])[CH3:15])([C:8]1[CH:13]=[CH:12][CH:11]=[CH:10][CH:9]=1)[C:2]1[CH:7]=[CH:6][CH:5]=[CH:4][CH:3]=1. The yield is 0.350. (2) The reactants are [Br-].[CH3:2][O:3][C:4]([C:6]1[CH:31]=[CH:30][C:9]([CH2:10][P+](C2C=CC=CC=2)(C2C=CC=CC=2)C2C=CC=CC=2)=[CH:8][CH:7]=1)=[O:5].C([Li])CCC.CCCCCC.[CH:43]([O:46][C:47]1[CH:52]=[CH:51][C:50]([N:53]2[C:57]3[CH:58]=[CH:59][C:60]([CH:62]=O)=[CH:61][C:56]=3[N:55]=[CH:54]2)=[CH:49][CH:48]=1)([CH3:45])[CH3:44]. The catalyst is O1CCCC1. The product is [CH:43]([O:46][C:47]1[CH:52]=[CH:51][C:50]([N:53]2[C:57]3[CH:58]=[CH:59][C:60](/[CH:62]=[CH:10]\[C:9]4[CH:8]=[CH:7][C:6]([C:4]([O:3][CH3:2])=[O:5])=[CH:31][CH:30]=4)=[CH:61][C:56]=3[N:55]=[CH:54]2)=[CH:49][CH:48]=1)([CH3:45])[CH3:44]. The yield is 0.490. (3) The reactants are [C:1]([O:5][C:6]([N:8]1[CH2:13][C@@H:12]2[CH2:14][C@H:9]1[CH2:10][N:11]2[C:15]([C@@:17]1([C:37]2([OH:41])[CH2:40][CH2:39][CH2:38]2)[CH2:21][CH2:20][C@@H:19]([N:22](C(=O)C(F)(F)F)[C@@H:23]2[C@H:28]([O:29][CH3:30])[CH2:27][O:26][CH2:25][CH2:24]2)[CH2:18]1)=[O:16])=[O:7])([CH3:4])([CH3:3])[CH3:2].[BH4-].[Na+]. The catalyst is C(O)C. The product is [C:1]([O:5][C:6]([N:8]1[CH2:13][C@@H:12]2[CH2:14][C@H:9]1[CH2:10][N:11]2[C:15]([C@@:17]1([C:37]2([OH:41])[CH2:40][CH2:39][CH2:38]2)[CH2:21][CH2:20][C@@H:19]([NH:22][C@@H:23]2[C@H:28]([O:29][CH3:30])[CH2:27][O:26][CH2:25][CH2:24]2)[CH2:18]1)=[O:16])=[O:7])([CH3:4])([CH3:2])[CH3:3]. The yield is 0.980. (4) The reactants are [F:1][C:2]1[CH:7]=[CH:6][C:5]([C:8]2[N:9]=[C:10]([CH:13]([CH3:16])[C:14]#[N:15])[S:11][CH:12]=2)=[CH:4][CH:3]=1.B.CO.Cl. The catalyst is C1COCC1. The product is [F:1][C:2]1[CH:3]=[CH:4][C:5]([C:8]2[N:9]=[C:10]([CH:13]([CH3:16])[CH2:14][NH2:15])[S:11][CH:12]=2)=[CH:6][CH:7]=1. The yield is 0.520. (5) The yield is 0.320. The reactants are [CH3:1][C:2]1[CH:7]=[CH:6][CH:5]=[C:4]([CH3:8])[C:3]=1[C:9]1[CH:19]=[CH:18][C:12]2[N:13]=[C:14]([NH2:17])[N:15]=[N:16][C:11]=2[CH:10]=1.S(=O)(=O)(O)N. The catalyst is NC1C=CC=CC=1. The product is [CH3:1][C:2]1[CH:7]=[CH:6][CH:5]=[C:4]([CH3:8])[C:3]=1[C:9]1[CH:19]=[CH:18][C:12]2[N:13]=[C:14]([NH:17][C:2]3[CH:7]=[CH:6][CH:5]=[CH:4][CH:3]=3)[N:15]=[N:16][C:11]=2[CH:10]=1. (6) The reactants are [NH2:1][CH:2]1[CH2:5][N:4]([C:6]([O:8][C:9]([CH3:12])([CH3:11])[CH3:10])=[O:7])[CH2:3]1.C(N(CC)CC)C.Cl[CH2:21][CH2:22][N:23]=[C:24]=[O:25].[H-].[Na+]. The catalyst is O1CCOCC1. The product is [O:25]=[C:24]1[NH:23][CH2:22][CH2:21][N:1]1[CH:2]1[CH2:3][N:4]([C:6]([O:8][C:9]([CH3:12])([CH3:11])[CH3:10])=[O:7])[CH2:5]1. The yield is 0.700. (7) The reactants are Cl.[NH2:2][C:3]1[CH:8]=[CH:7][C:6]([C:9]2[N:14]=[CH:13][N:12]=[C:11]([NH:15][C@H:16]([C:24]([O:26][CH3:27])=[O:25])[CH2:17][C:18]3[CH:23]=[CH:22][CH:21]=[CH:20][CH:19]=3)[CH:10]=2)=[CH:5][CH:4]=1.C(N(CC)C(C)C)(C)C.[C:37](Cl)(=[O:44])[C:38]1[CH:43]=[CH:42][CH:41]=[CH:40][CH:39]=1. The catalyst is ClCCl. The product is [C:37]([NH:2][C:3]1[CH:8]=[CH:7][C:6]([C:9]2[N:14]=[CH:13][N:12]=[C:11]([NH:15][C@H:16]([C:24]([O:26][CH3:27])=[O:25])[CH2:17][C:18]3[CH:23]=[CH:22][CH:21]=[CH:20][CH:19]=3)[CH:10]=2)=[CH:5][CH:4]=1)(=[O:44])[C:38]1[CH:43]=[CH:42][CH:41]=[CH:40][CH:39]=1. The yield is 0.880. (8) The reactants are [Br:1][C:2]1[CH:14]=[C:13]2[C:5]([C:6]3[C:7](=[O:23])[C:8]4[CH:20]=[C:19]([O:21]C)[CH:18]=[CH:17][C:9]=4[C:10]([CH3:16])([CH3:15])[C:11]=3[NH:12]2)=[CH:4][CH:3]=1.[Cl-].[NH+]1C=CC=CC=1.O. The catalyst is C(OCC)(=O)C. The product is [Br:1][C:2]1[CH:14]=[C:13]2[C:5]([C:6]3[C:7](=[O:23])[C:8]4[CH:20]=[C:19]([OH:21])[CH:18]=[CH:17][C:9]=4[C:10]([CH3:16])([CH3:15])[C:11]=3[NH:12]2)=[CH:4][CH:3]=1. The yield is 1.00. (9) The reactants are [C:1]([OH:6])(=[O:5])[C@H:2]([CH3:4])[OH:3].C([O-])([O-])=O.[Cs+].[Cs+].[F:13][C:14]([F:26])([F:25])[C:15]1[CH:24]=[CH:23][C:18]([C:19](=[O:22])[CH2:20]Br)=[CH:17][CH:16]=1. The catalyst is O.CN(C=O)C. The product is [OH:3][C@@H:2]([CH3:4])[C:1]([O:6][CH2:20][C:19](=[O:22])[C:18]1[CH:17]=[CH:16][C:15]([C:14]([F:13])([F:25])[F:26])=[CH:24][CH:23]=1)=[O:5]. The yield is 0.480.